From a dataset of NCI-60 drug combinations with 297,098 pairs across 59 cell lines. Regression. Given two drug SMILES strings and cell line genomic features, predict the synergy score measuring deviation from expected non-interaction effect. (1) Drug 1: C1=CN(C(=O)N=C1N)C2C(C(C(O2)CO)O)O.Cl. Drug 2: CN(C(=O)NC(C=O)C(C(C(CO)O)O)O)N=O. Cell line: SNB-19. Synergy scores: CSS=36.8, Synergy_ZIP=1.11, Synergy_Bliss=2.10, Synergy_Loewe=-61.0, Synergy_HSA=2.08. (2) Drug 1: CC12CCC3C(C1CCC2=O)CC(=C)C4=CC(=O)C=CC34C. Drug 2: CN(CCCl)CCCl.Cl. Cell line: CAKI-1. Synergy scores: CSS=32.2, Synergy_ZIP=-5.62, Synergy_Bliss=-3.65, Synergy_Loewe=-19.4, Synergy_HSA=-0.962. (3) Drug 1: CNC(=O)C1=CC=CC=C1SC2=CC3=C(C=C2)C(=NN3)C=CC4=CC=CC=N4. Drug 2: COC1=CC(=CC(=C1O)OC)C2C3C(COC3=O)C(C4=CC5=C(C=C24)OCO5)OC6C(C(C7C(O6)COC(O7)C8=CC=CS8)O)O. Cell line: A549. Synergy scores: CSS=18.9, Synergy_ZIP=-10.4, Synergy_Bliss=-13.1, Synergy_Loewe=-22.1, Synergy_HSA=-10.7. (4) Drug 1: C1=NC2=C(N=C(N=C2N1C3C(C(C(O3)CO)O)O)F)N. Drug 2: CC1CCC2CC(C(=CC=CC=CC(CC(C(=O)C(C(C(=CC(C(=O)CC(OC(=O)C3CCCCN3C(=O)C(=O)C1(O2)O)C(C)CC4CCC(C(C4)OC)O)C)C)O)OC)C)C)C)OC. Cell line: SR. Synergy scores: CSS=25.8, Synergy_ZIP=6.00, Synergy_Bliss=7.58, Synergy_Loewe=-41.2, Synergy_HSA=2.11. (5) Cell line: HCC-2998. Drug 2: C1CCC(C1)C(CC#N)N2C=C(C=N2)C3=C4C=CNC4=NC=N3. Drug 1: CNC(=O)C1=CC=CC=C1SC2=CC3=C(C=C2)C(=NN3)C=CC4=CC=CC=N4. Synergy scores: CSS=5.23, Synergy_ZIP=2.50, Synergy_Bliss=2.20, Synergy_Loewe=-6.88, Synergy_HSA=-2.53.